This data is from Peptide-MHC class I binding affinity with 185,985 pairs from IEDB/IMGT. The task is: Regression. Given a peptide amino acid sequence and an MHC pseudo amino acid sequence, predict their binding affinity value. This is MHC class I binding data. (1) The peptide sequence is MAMMARDTA. The MHC is HLA-A02:01 with pseudo-sequence HLA-A02:01. The binding affinity (normalized) is 0.297. (2) The peptide sequence is VNGVKGIQF. The binding affinity (normalized) is 0.0847. The MHC is HLA-A69:01 with pseudo-sequence HLA-A69:01. (3) The peptide sequence is YMPYVFTLLF. The MHC is HLA-A01:01 with pseudo-sequence HLA-A01:01. The binding affinity (normalized) is 0.229.